This data is from Forward reaction prediction with 1.9M reactions from USPTO patents (1976-2016). The task is: Predict the product of the given reaction. (1) Given the reactants [C:1]([N:8]1[CH2:13][CH2:12][CH:11]([CH:14]=O)[CH2:10][CH2:9]1)([O:3][C:4]([CH3:7])([CH3:6])[CH3:5])=[O:2].[NH2:16][C:17]1[CH:32]=[CH:31][C:30]([F:33])=[CH:29][C:18]=1[C:19]([NH:21][C:22]1[CH:27]=[CH:26][C:25]([Cl:28])=[CH:24][N:23]=1)=[O:20].C1(C)C=CC(S([O-])(=O)=O)=CC=1.[NH+]1C=CC=CC=1.O, predict the reaction product. The product is: [C:1]([N:8]1[CH2:9][CH2:10][CH:11]([CH:14]=[N:16][C:17]2[CH:32]=[CH:31][C:30]([F:33])=[CH:29][C:18]=2[C:19]([NH:21][C:22]2[CH:27]=[CH:26][C:25]([Cl:28])=[CH:24][N:23]=2)=[O:20])[CH2:12][CH2:13]1)([O:3][C:4]([CH3:5])([CH3:6])[CH3:7])=[O:2]. (2) Given the reactants [CH2:1]([Li])CCC.[Cl:6][C:7]1[CH:12]=[CH:11][CH:10]=[C:9]([F:13])[C:8]=1[C:14]1[N:18]=[C:17]([C:19]2[CH:23]=[C:22]([C:24]3[CH:29]=[CH:28][C:27]([O:30][C:31]([F:34])([F:33])[F:32])=[CH:26][CH:25]=3)[S:21][C:20]=2Br)[N:16]([CH3:36])[N:15]=1.IC.[Cl-].[NH4+], predict the reaction product. The product is: [Cl:6][C:7]1[CH:12]=[CH:11][CH:10]=[C:9]([F:13])[C:8]=1[C:14]1[N:18]=[C:17]([C:19]2[CH:23]=[C:22]([C:24]3[CH:29]=[CH:28][C:27]([O:30][C:31]([F:34])([F:33])[F:32])=[CH:26][CH:25]=3)[S:21][C:20]=2[CH3:1])[N:16]([CH3:36])[N:15]=1. (3) Given the reactants [CH3:1][O:2][C:3]([C:5]1[C:6]([CH2:19][CH3:20])=[N:7][N:8]([C:12]2[CH:17]=[CH:16][CH:15]=[C:14](Br)[CH:13]=2)[C:9]=1[CH2:10][CH3:11])=[O:4].[CH:21]#[C:22][CH2:23][CH2:24][CH2:25][CH3:26], predict the reaction product. The product is: [CH3:1][O:2][C:3]([C:5]1[C:6]([CH2:19][CH3:20])=[N:7][N:8]([C:12]2[CH:17]=[CH:16][CH:15]=[C:14]([C:21]#[C:22][CH2:23][CH2:24][CH2:25][CH3:26])[CH:13]=2)[C:9]=1[CH2:10][CH3:11])=[O:4]. (4) The product is: [NH2:44][C:42]1[CH:43]=[CH:38][CH:39]=[CH:40][C:41]=1[NH:46][C:27](=[O:28])[C:26]1[CH:30]=[CH:31][C:23]([CH2:22][NH:21][C:18]2[CH:17]=[CH:16][C:15]([C:6]([C:5]([NH:4][CH:1]3[CH2:3][CH2:2]3)=[O:32])=[CH:7][C:8]3[CH:13]=[CH:12][C:11]([F:14])=[CH:10][CH:9]=3)=[CH:20][CH:19]=2)=[CH:24][CH:25]=1. Given the reactants [CH:1]1([NH:4][C:5](=[O:32])[C:6]([C:15]2[CH:20]=[CH:19][C:18]([NH:21][CH2:22][C:23]3[CH:31]=[CH:30][C:26]([C:27](O)=[O:28])=[CH:25][CH:24]=3)=[CH:17][CH:16]=2)=[CH:7][C:8]2[CH:13]=[CH:12][C:11]([F:14])=[CH:10][CH:9]=2)[CH2:3][CH2:2]1.CN(C=O)C.[CH:38]1[CH:39]=[CH:40][C:41]2[N:46](O)N=[N:44][C:42]=2[CH:43]=1.C1(N)C=CC=CC=1N, predict the reaction product.